Dataset: Full USPTO retrosynthesis dataset with 1.9M reactions from patents (1976-2016). Task: Predict the reactants needed to synthesize the given product. (1) The reactants are: [NH2:1][C:2]1[C:9]([O:10]C)=[CH:8][C:7]([CH2:12][CH:13]([CH3:15])[CH3:14])=[CH:6][C:3]=1[C:4]#[N:5].B(Br)(Br)Br.C(=O)([O-])O.[Na+]. Given the product [NH2:1][C:2]1[C:9]([OH:10])=[CH:8][C:7]([CH2:12][CH:13]([CH3:15])[CH3:14])=[CH:6][C:3]=1[C:4]#[N:5], predict the reactants needed to synthesize it. (2) Given the product [NH2:74][C:73]1[C:68]2[N:67]=[C:66]([C:77]3[C:82]([F:83])=[CH:81][CH:80]=[CH:79][C:78]=3[F:84])[N:65]([CH2:64][C:63]3[C:62]([F:61])=[CH:88][CH:87]=[CH:86][C:85]=3[F:89])[C:69]=2[CH:70]=[CH:71][CH:72]=1, predict the reactants needed to synthesize it. The reactants are: FC1C=CC=C(F)C=1CN1C2C=CC=CC=2N=C1C1C(F)=CC=CC=1F.FC1C=CC=C(F)C=1C(Cl)=O.Cl[Sn]Cl.Cl.CC(OC(C)=O)=O.[BH4-].[Na+].OS(O)(=O)=O.N([O-])=O.[Na+].Br.[F:61][C:62]1[CH:88]=[CH:87][CH:86]=[C:85]([F:89])[C:63]=1[CH2:64][N:65]1[C:69]2[CH:70]=[CH:71][CH:72]=[C:73]([N+:74]([O-])=O)[C:68]=2[N:67]=[C:66]1[C:77]1[C:82]([F:83])=[CH:81][CH:80]=[CH:79][C:78]=1[F:84]. (3) Given the product [ClH:37].[ClH:37].[C@H:13]12[CH2:18][C@H:16]([NH:15][CH2:14]1)[CH2:17][N:12]2[CH2:11][C:4]1[C:5]2[O:9][CH:8]=[CH:7][C:6]=2[CH:10]=[C:2]([NH:1][S:34]([C:29]2[CH:30]=[CH:31][CH:32]=[CH:33][C:28]=2[C:27]([F:26])([F:38])[F:39])(=[O:36])=[O:35])[CH:3]=1, predict the reactants needed to synthesize it. The reactants are: [NH2:1][C:2]1[CH:3]=[C:4]([CH2:11][N:12]2[CH2:17][C@@H:16]3[CH2:18][C@H:13]2[CH2:14][N:15]3C(OC(C)(C)C)=O)[C:5]2[O:9][CH:8]=[CH:7][C:6]=2[CH:10]=1.[F:26][C:27]([F:39])([F:38])[C:28]1[CH:33]=[CH:32][CH:31]=[CH:30][C:29]=1[S:34]([Cl:37])(=[O:36])=[O:35]. (4) The reactants are: [F:8][C:7]([F:10])([F:9])[C:6](O[C:6](=[O:11])[C:7]([F:10])([F:9])[F:8])=[O:11].[CH3:14][S:15][CH2:16][CH2:17][NH2:18].C(N(CC)CC)C.O. Given the product [CH3:14][S:15][CH2:16][CH2:17][NH:18][C:6](=[O:11])[C:7]([F:8])([F:9])[F:10], predict the reactants needed to synthesize it. (5) Given the product [Br:1][C:2]1[CH:7]=[CH:6][C:5]([C:8](=[N:12][NH2:13])[CH3:9])=[C:4]([F:11])[CH:3]=1, predict the reactants needed to synthesize it. The reactants are: [Br:1][C:2]1[CH:7]=[CH:6][C:5]([C:8](=O)[CH3:9])=[C:4]([F:11])[CH:3]=1.[NH2:12][NH2:13].